The task is: Predict which catalyst facilitates the given reaction.. This data is from Catalyst prediction with 721,799 reactions and 888 catalyst types from USPTO. The catalyst class is: 4. Reactant: [CH:1]1[C:10]2[C:5](=[CH:6][CH:7]=[CH:8][CH:9]=2)[CH:4]=[CH:3][CH:2]=1.[C:11](Cl)(=[O:15])/[CH:12]=[CH:13]/[CH3:14].[Cl-].[Al+3].[Cl-].[Cl-]. Product: [C:11]([C:9]1[C:10]2[C:5](=[CH:4][CH:3]=[CH:2][CH:1]=2)[CH:6]=[CH:7][CH:8]=1)(=[O:15])/[CH:12]=[CH:13]/[CH3:14].